From a dataset of Full USPTO retrosynthesis dataset with 1.9M reactions from patents (1976-2016). Predict the reactants needed to synthesize the given product. (1) Given the product [Cl:20][C:17]1[CH:18]=[CH:19][C:14]([N:13]2[C:4]([C:3]3[CH:22]=[CH:23][CH:24]=[CH:25][C:2]=3[Cl:1])=[N:6][C:7]3[C:12]2=[N:11][CH:10]=[N:9][C:8]=3[OH:26])=[CH:15][CH:16]=1, predict the reactants needed to synthesize it. The reactants are: [Cl:1][C:2]1[CH:25]=[CH:24][CH:23]=[CH:22][C:3]=1[C:4]([NH:6][C:7]1[C:8](Cl)=[N:9][CH:10]=[N:11][C:12]=1[NH:13][C:14]1[CH:19]=[CH:18][C:17]([Cl:20])=[CH:16][CH:15]=1)=O.[OH:26]S(O)(=O)=O.O. (2) Given the product [C:49]([OH:53])(=[O:52])[CH:50]=[CH2:51].[C:49]([OH:53])(=[O:52])[CH:50]=[CH2:51].[C:2]1([C:7]2[CH:12]=[CH:11][CH:10]=[CH:9][CH:8]=2)[CH:3]=[CH:4][CH:5]=[CH:6][CH:1]=1.[C:49]([OH:53])(=[O:52])[CH:50]=[CH2:51].[C:49]([OH:53])(=[O:52])[CH:50]=[CH2:51].[CH2:23]([O:13][C:8]1[CH:9]=[CH:10][CH:11]=[CH:12][C:7]=1[C:2]1[CH:3]=[CH:4][CH:5]=[CH:6][C:17]=1[O:21][CH2:20][CH3:19])[CH3:24], predict the reactants needed to synthesize it. The reactants are: [C:1]1(O)[C:2]([C:7]2[C:8]([OH:13])=[CH:9][CH:10]=[CH:11][CH:12]=2)=[CH:3][CH:4]=[CH:5][CH:6]=1.[F-].[K+].[C:17]1(=O)[O:21][CH2:20][CH2:19]O1.[CH3:23][C:24]1(C)N(O)C(C)(C)CC(O)C1.C1C2NC3C(=CC=CC=3)SC=2C=CC=1.[C:49]([OH:53])(=[O:52])[CH:50]=[CH2:51].CS(O)(=O)=O. (3) Given the product [Si:10]([O:9][CH2:8][C:6]1[CH:5]=[CH:4][N:3]=[C:2]([NH2:1])[CH:7]=1)([C:13]([CH3:16])([CH3:15])[CH3:14])([CH3:12])[CH3:11], predict the reactants needed to synthesize it. The reactants are: [NH2:1][C:2]1[CH:7]=[C:6]([CH2:8][OH:9])[CH:5]=[CH:4][N:3]=1.[Si:10](Cl)([C:13]([CH3:16])([CH3:15])[CH3:14])([CH3:12])[CH3:11].C(N(C(C)C)C(C)C)C. (4) Given the product [C:1]([O:5][C:6](=[O:26])[NH:7][CH2:8][C:9]1[CH:14]=[C:13]([O:15][C:16]2[CH:17]=[CH:18][C:19]([F:22])=[CH:20][CH:21]=2)[CH:12]=[CH:11][C:10]=1[NH2:23])([CH3:4])([CH3:2])[CH3:3], predict the reactants needed to synthesize it. The reactants are: [C:1]([O:5][C:6](=[O:26])[NH:7][CH2:8][C:9]1[CH:14]=[C:13]([O:15][C:16]2[CH:21]=[CH:20][C:19]([F:22])=[CH:18][CH:17]=2)[CH:12]=[CH:11][C:10]=1[N+:23]([O-])=O)([CH3:4])([CH3:3])[CH3:2].[Cl-].[NH4+].C(O)C. (5) Given the product [OH:1][C:2]([CH3:37])([CH3:38])[CH2:3][C@@:4]1([C:31]2[CH:36]=[CH:35][CH:34]=[CH:33][CH:32]=2)[O:9][C:8](=[O:10])[N:7]([C@H:11]([C:13]2[CH:18]=[CH:17][C:16]([C:19]#[C:20][C:21]([CH3:30])([CH3:29])[C:22]([OH:24])=[O:23])=[CH:15][CH:14]=2)[CH3:12])[CH2:6][CH2:5]1, predict the reactants needed to synthesize it. The reactants are: [OH:1][C:2]([CH3:38])([CH3:37])[CH2:3][C@@:4]1([C:31]2[CH:36]=[CH:35][CH:34]=[CH:33][CH:32]=2)[O:9][C:8](=[O:10])[N:7]([C@H:11]([C:13]2[CH:18]=[CH:17][C:16]([C:19]#[C:20][C:21]([CH3:30])([CH3:29])[C:22]([O:24]CCCC)=[O:23])=[CH:15][CH:14]=2)[CH3:12])[CH2:6][CH2:5]1.O[Li].O. (6) Given the product [CH:1]1([CH2:7][C@H:8]([N:12]2[CH2:16][C:15]([O:17][C:18]3[CH:23]=[CH:22][CH:21]=[CH:20][C:19]=3[S:24][CH3:25])=[CH:14][C:13]2=[O:26])[C:9]([NH:67][C:64]2[CH:65]=[CH:66][N:62]([CH2:61][C:60]([OH:59])([CH3:90])[CH3:28])[N:63]=2)=[O:11])[CH2:6][CH2:5][CH2:4][CH2:3][CH2:2]1, predict the reactants needed to synthesize it. The reactants are: [CH:1]1([CH2:7][C@H:8]([N:12]2[CH2:16][C:15]([O:17][C:18]3[CH:23]=[CH:22][CH:21]=[CH:20][C:19]=3[S:24][CH3:25])=[CH:14][C:13]2=[O:26])[C:9]([OH:11])=O)[CH2:6][CH2:5][CH2:4][CH2:3][CH2:2]1.Cl.[CH3:28]N(C)CCCN=C=NCC.C(N(CC)C(C)C)(C)C.ON1C2C=CC=CC=2N=N1.Cl.[OH:59][C@@H:60]([CH2:90]O)[CH2:61][N:62]1[CH:66]=[CH:65][C:64]([NH:67]C(=O)[C@@H](N2CC(OC3C=CC=C(Cl)C=3Cl)=CC2=O)CC(C)C)=[N:63]1.